From a dataset of Reaction yield outcomes from USPTO patents with 853,638 reactions. Predict the reaction yield, written as a fraction of the theoretical maximum amount of product (1.0 means a 100% yield; for example, 0.34 means a 34% yield). (1) The reactants are [CH3:1][S:2][CH2:3][CH:4]([N:11]1[CH:15]=[C:14]([NH2:16])[CH:13]=[N:12]1)[C:5]1[CH:10]=[CH:9][CH:8]=[CH:7][CH:6]=1.[CH3:17][C:18]1([CH3:38])[CH2:26][C:25]2[N:24]([CH2:27][O:28][CH2:29][CH2:30][Si:31]([CH3:34])([CH3:33])[CH3:32])[N:23]=[C:22]([C:35](O)=[O:36])[C:21]=2[CH2:20][CH2:19]1.CN(C(ON1N=NC2C=CC=NC1=2)=[N+](C)C)C.F[P-](F)(F)(F)(F)F.CCN(C(C)C)C(C)C. The catalyst is CN(C)C=O.CCOC(C)=O. The product is [CH3:17][C:18]1([CH3:38])[CH2:26][C:25]2[N:24]([CH2:27][O:28][CH2:29][CH2:30][Si:31]([CH3:33])([CH3:32])[CH3:34])[N:23]=[C:22]([C:35]([NH:16][C:14]3[CH:13]=[N:12][N:11]([CH:4]([C:5]4[CH:10]=[CH:9][CH:8]=[CH:7][CH:6]=4)[CH2:3][S:2][CH3:1])[CH:15]=3)=[O:36])[C:21]=2[CH2:20][CH2:19]1. The yield is 0.960. (2) The reactants are [C:1]([C:3]1[CH:22]=[C:21]([C:23]2[CH:28]=[CH:27][N:26]=[C:25]([NH:29][C:30]3[CH:35]=[CH:34][C:33]([C:36](OC)=[O:37])=[CH:32][CH:31]=3)[N:24]=2)[CH:20]=[CH:19][C:4]=1[O:5][CH:6]1[CH2:11][CH2:10][N:9]([C:12]([O:14]C(C)(C)C)=O)[CH2:8][CH2:7]1)#[N:2].[NH2:40]C1C=CC(C(OC)=O)=CC=1.ClC1N=C(C2C=CC(O[CH:63]3[CH2:68][CH2:67][N:66]([C:69](OC(C)(C)C)=O)[CH2:65]C3)=C(C#N)C=2)C=CN=1.C(=O)([O-])[O-].[Cs+].[Cs+].C1C=CC(P(C2C(C3C(P(C4C=CC=CC=4)C4C=CC=CC=4)=CC=C4C=3C=CC=C4)=C3C(C=CC=C3)=CC=2)C2C=CC=CC=2)=CC=1.[O:132]1CCO[CH2:134][CH2:133]1. The product is [C:1]([C:3]1[CH:22]=[C:21]([C:23]2[CH:28]=[CH:27][N:26]=[C:25]([NH:29][C:30]3[CH:31]=[CH:32][C:33]([C:36]([NH:40][CH2:63][CH2:68][CH2:67][N:66]([CH3:65])[CH3:69])=[O:37])=[CH:34][CH:35]=3)[N:24]=2)[CH:20]=[CH:19][C:4]=1[O:5][CH:6]1[CH2:7][CH2:8][N:9]([C:12](=[O:14])[C@H:133]([OH:132])[CH3:134])[CH2:10][CH2:11]1)#[N:2]. The catalyst is C([O-])(=O)C.[Pd+2].C([O-])(=O)C. The yield is 0.690. (3) The yield is 0.820. The product is [Cl:12][C:13]1[CH:20]=[CH:19][C:16]([CH:17]([OH:18])[C:2]2[C:3]([C:7]([O:9][CH2:10][CH3:11])=[O:8])=[N:4][N:5]([CH3:21])[CH:6]=2)=[CH:15][CH:14]=1. The reactants are I[C:2]1[C:3]([C:7]([O:9][CH2:10][CH3:11])=[O:8])=[N:4][NH:5][CH:6]=1.[Cl:12][C:13]1[CH:20]=[CH:19][C:16]([CH:17]=[O:18])=[CH:15][CH:14]=1.[CH2:21]1COCC1. No catalyst specified. (4) The reactants are [N:1]12[CH2:8][CH2:7][C:4]([C:9]([C:17]3[CH:22]=[CH:21][CH:20]=[CH:19][CH:18]=3)([C:11]3[CH:16]=[CH:15][CH:14]=[CH:13][CH:12]=3)[OH:10])([CH2:5][CH2:6]1)[CH2:3][CH2:2]2.[C:23]1([CH2:29][O:30][CH2:31][CH2:32][CH2:33][Br:34])[CH:28]=[CH:27][CH:26]=[CH:25][CH:24]=1. The catalyst is CC#N. The product is [Br-:34].[OH:10][C:9]([C:17]1[CH:22]=[CH:21][CH:20]=[CH:19][CH:18]=1)([C:11]1[CH:12]=[CH:13][CH:14]=[CH:15][CH:16]=1)[C:4]12[CH2:5][CH2:6][N+:1]([CH2:33][CH2:32][CH2:31][O:30][CH2:29][C:23]3[CH:28]=[CH:27][CH:26]=[CH:25][CH:24]=3)([CH2:2][CH2:3]1)[CH2:8][CH2:7]2. The yield is 0.552. (5) The reactants are [CH2:1]([S:4](Cl)(=[O:6])=[O:5])[CH2:2]C.[NH2:8][CH2:9][C:10]([C:13]1[CH:18]=[CH:17][C:16]([O:19][CH2:20][C:21]2[CH:26]=[CH:25][CH:24]=[CH:23][CH:22]=2)=[CH:15][CH:14]=1)([OH:12])[CH3:11].[CH2:27]1CCN2C(=NCCC2)CC1. The catalyst is C1COCC1. The product is [OH:12][C:10]([C:13]1[CH:18]=[CH:17][C:16]([O:19][CH2:20][C:21]2[CH:26]=[CH:25][CH:24]=[CH:23][CH:22]=2)=[CH:15][CH:14]=1)([CH3:11])[CH2:9][NH:8][S:4]([CH:1]([CH3:2])[CH3:27])(=[O:5])=[O:6]. The yield is 0.500. (6) The reactants are [NH2:1][C:2]1[CH:3]=[C:4]([S:8][C:9]2[CH:17]=[C:16]3[C:12]([C:13]([CH:18]=[CH:19][C:20]4[CH:25]=[CH:24][CH:23]=[CH:22][CH:21]=4)=[N:14][NH:15]3)=[CH:11][CH:10]=2)[CH:5]=[CH:6][CH:7]=1.N1C=CC=CC=1.[C:32](OC(=O)C)(=[O:34])[CH3:33]. The catalyst is ClCCl.O. The product is [C:32]([NH:1][C:2]1[CH:3]=[C:4]([S:8][C:9]2[CH:17]=[C:16]3[C:12]([C:13]([CH:18]=[CH:19][C:20]4[CH:25]=[CH:24][CH:23]=[CH:22][CH:21]=4)=[N:14][NH:15]3)=[CH:11][CH:10]=2)[CH:5]=[CH:6][CH:7]=1)(=[O:34])[CH3:33]. The yield is 0.970. (7) The reactants are IC1C2CC3C(=CC=CC=3)NC=2C(C(OC)=O)=CC=1.[CH2:20]([N:22]([CH2:44][CH3:45])[CH2:23][CH2:24][NH:25][C:26]([C:28]1[C:41]2[NH:40][C:39]3[C:34](=[CH:35][CH:36]=[CH:37][CH:38]=3)[C:33](=O)[C:32]=2[CH:31]=[CH:30][C:29]=1[I:43])=[O:27])[CH3:21].[K+].[Br-].Cl.C(N(CC)CCNC(C1NC2C(C=1)=CC(I)=CC=2)=O)C. No catalyst specified. The product is [CH2:44]([N:22]([CH2:20][CH3:21])[CH2:23][CH2:24][NH:25][C:26]([C:28]1[C:41]2[NH:40][C:39]3[C:34](=[CH:35][CH:36]=[CH:37][CH:38]=3)[CH2:33][C:32]=2[CH:31]=[CH:30][C:29]=1[I:43])=[O:27])[CH3:45]. The yield is 0.600.